This data is from Forward reaction prediction with 1.9M reactions from USPTO patents (1976-2016). The task is: Predict the product of the given reaction. (1) The product is: [CH3:16][C:2]1([CH3:1])[C:6]2[CH:7]=[C:8]([C:11](=[O:15])[CH:12]([CH3:13])[CH3:14])[CH:9]=[CH:10][C:5]=2[O:4][CH2:3]1. Given the reactants [CH3:1][C:2]1([CH3:16])[C:6]2[CH:7]=[C:8]([CH:11]([OH:15])[CH:12]([CH3:14])[CH3:13])[CH:9]=[CH:10][C:5]=2[O:4][CH2:3]1.[Cr](Cl)([O-])(=O)=O.[NH+]1C=CC=CC=1, predict the reaction product. (2) Given the reactants [CH3:1][C:2]1[CH:7]=[CH:6][CH:5]=[C:4]([CH3:8])[C:3]=1[N:9](O)[C:10]([NH2:12])=[O:11].[C:14](C1NC=CN=1)(C1NC=CN=1)=[O:15].[O:26]1CCCC1, predict the reaction product. The product is: [CH3:1][C:2]1[CH:7]=[CH:6][CH:5]=[C:4]([CH3:8])[C:3]=1[N:9]1[C:14](=[O:15])[O:26][NH:12][C:10]1=[O:11]. (3) Given the reactants [Br:1][C:2]1[CH:10]=[CH:9][C:5]([C:6]([OH:8])=O)=[CH:4][CH:3]=1.C(Cl)CCl.C1C=CC2N(O)N=NC=2C=1.CCN(C(C)C)C(C)C.Cl.[O:35]1[C:39]2[CH:40]=[CH:41][C:42]([C:44]#[C:45][C:46]([N:48]3[CH2:56][CH2:55][C:51]4([CH2:54][NH:53][CH2:52]4)[CH2:50][CH2:49]3)=[O:47])=[CH:43][C:38]=2[O:37][CH2:36]1, predict the reaction product. The product is: [O:35]1[C:39]2[CH:40]=[CH:41][C:42]([C:44]#[C:45][C:46]([N:48]3[CH2:49][CH2:50][C:51]4([CH2:52][N:53]([C:6](=[O:8])[C:5]5[CH:4]=[CH:3][C:2]([Br:1])=[CH:10][CH:9]=5)[CH2:54]4)[CH2:55][CH2:56]3)=[O:47])=[CH:43][C:38]=2[O:37][CH2:36]1. (4) Given the reactants [ClH:1].[O:2]1[C:6]2[CH:7]=[CH:8][C:9]([C@@H:11]3[C:16]4[NH:17][C:18]5[C:23]([C:15]=4[CH2:14][C@H:13]([C:24]([O:26][CH3:27])=[O:25])[NH:12]3)=[CH:22][CH:21]=[CH:20][CH:19]=5)=[CH:10][C:5]=2[O:4][CH2:3]1.[O:28]1CC[CH2:30][CH2:29]1.O, predict the reaction product. The product is: [O:2]1[C:6]2[CH:7]=[CH:8][C:9]([C@@H:11]3[C:16]4[NH:17][C:18]5[C:23]([C:15]=4[CH2:14][C@H:13]([C:24]([O:26][CH3:27])=[O:25])[N:12]3[C:29](=[O:28])[CH2:30][Cl:1])=[CH:22][CH:21]=[CH:20][CH:19]=5)=[CH:10][C:5]=2[O:4][CH2:3]1. (5) Given the reactants [CH2:1]([N:8]1[CH:12]([CH3:13])[CH2:11][CH:10]([CH2:14][N:15]2[C:23]3[C:18](=[CH:19][C:20](Br)=[CH:21][CH:22]=3)[CH:17]=[CH:16]2)[CH2:9]1)[C:2]1[CH:7]=[CH:6][CH:5]=[CH:4][CH:3]=1.[O:25]1[CH2:30][CH2:29][CH2:28][CH2:27][CH:26]1[N:31]1[CH:35]=[C:34](C2OC(C)(C)C(C)(C)O2)[CH:33]=[N:32]1.C([O-])([O-])=O.[Cs+].[Cs+].ClCCl, predict the reaction product. The product is: [CH2:1]([N:8]1[CH:12]([CH3:13])[CH2:11][CH:10]([CH2:14][N:15]2[C:23]3[C:18](=[CH:19][C:20]([C:34]4[CH:33]=[N:32][N:31]([CH:26]5[CH2:27][CH2:28][CH2:29][CH2:30][O:25]5)[CH:35]=4)=[CH:21][CH:22]=3)[CH:17]=[CH:16]2)[CH2:9]1)[C:2]1[CH:7]=[CH:6][CH:5]=[CH:4][CH:3]=1. (6) Given the reactants [Cl:1][C:2]1[CH:3]=[C:4]([CH:42]=[CH:43][CH:44]=1)[CH2:5][N:6]1[C:14]2[C:9](=[CH:10][C:11]([O:15][CH2:16][CH2:17]OS(C3C=CC(C)=CC=3)(=O)=O)=[CH:12][CH:13]=2)[C:8]([S:29]([C:32]2[C:41]3[C:36](=[CH:37][CH:38]=[CH:39][CH:40]=3)[CH:35]=[CH:34][CH:33]=2)(=[O:31])=[O:30])=[N:7]1.[NH:45]1[CH2:49][CH2:48][CH2:47][CH2:46]1, predict the reaction product. The product is: [Cl:1][C:2]1[CH:3]=[C:4]([CH:42]=[CH:43][CH:44]=1)[CH2:5][N:6]1[C:14]2[C:9](=[CH:10][C:11]([O:15][CH2:16][CH2:17][N:45]3[CH2:49][CH2:48][CH2:47][CH2:46]3)=[CH:12][CH:13]=2)[C:8]([S:29]([C:32]2[C:41]3[C:40](=[CH:39][CH:38]=[CH:37][CH:36]=3)[CH:35]=[CH:34][CH:33]=2)(=[O:30])=[O:31])=[N:7]1. (7) The product is: [CH3:1][C:2]1[C:14]2[C:5](=[N:6][C:7]3[C:12]([C:13]=2[C:15]([NH2:16])=[O:24])=[CH:11][CH:10]=[CH:9][CH:8]=3)[N:4]([C:17]2[CH:22]=[CH:21][CH:20]=[CH:19][N:18]=2)[N:3]=1. Given the reactants [CH3:1][C:2]1[C:14]2[C:5](=[N:6][C:7]3[C:12]([C:13]=2[C:15]#[N:16])=[CH:11][CH:10]=[CH:9][CH:8]=3)[N:4]([C:17]2[CH:22]=[CH:21][CH:20]=[CH:19][N:18]=2)[N:3]=1.S(=O)(=O)(O)[OH:24].O.[OH-].[Na+], predict the reaction product.